This data is from Forward reaction prediction with 1.9M reactions from USPTO patents (1976-2016). The task is: Predict the product of the given reaction. Given the reactants [CH3:1][S:2][C:3]1[C:11]2[C:6](=[CH:7][C:8]([NH2:12])=[CH:9][CH:10]=2)[N:5]([C:13]2[CH:18]=[CH:17][CH:16]=[CH:15][CH:14]=2)[N:4]=1.[C:19]([O:23][C:24]([N:26]1[CH2:29][CH:28]([C:30](O)=[O:31])[CH2:27]1)=[O:25])([CH3:22])([CH3:21])[CH3:20].CN(C(ON1N=NC2C=CC=NC1=2)=[N+](C)C)C.F[P-](F)(F)(F)(F)F, predict the reaction product. The product is: [CH3:1][S:2][C:3]1[C:11]2[C:6](=[CH:7][C:8]([NH:12][C:30]([CH:28]3[CH2:29][N:26]([C:24]([O:23][C:19]([CH3:22])([CH3:21])[CH3:20])=[O:25])[CH2:27]3)=[O:31])=[CH:9][CH:10]=2)[N:5]([C:13]2[CH:14]=[CH:15][CH:16]=[CH:17][CH:18]=2)[N:4]=1.